Dataset: Forward reaction prediction with 1.9M reactions from USPTO patents (1976-2016). Task: Predict the product of the given reaction. Given the reactants C(O[C:6]([N:8]1[CH2:12][C:11](=[N:13][O:14][CH2:15][C:16]2[CH:21]=[CH:20][C:19]([Cl:22])=[C:18]([Cl:23])[CH:17]=2)[CH2:10][C@H:9]1[C:24]([OH:26])=O)=[O:7])(C)(C)C.[C:27]1([C:36]2[CH:41]=[CH:40][CH:39]=[CH:38][CH:37]=2)[CH:32]=[CH:31][C:30](C(Cl)=O)=[CH:29][CH:28]=1.[CH2:42]([N:44]([CH2:48][CH3:49])[CH2:45][CH2:46][NH2:47])[CH3:43], predict the reaction product. The product is: [C:36]1([C:27]2[CH:28]=[CH:29][CH:30]=[CH:31][CH:32]=2)[CH:37]=[CH:38][C:39]([C:6]([N:8]2[CH2:12][C:11](=[N:13][O:14][CH2:15][C:16]3[CH:21]=[CH:20][C:19]([Cl:22])=[C:18]([Cl:23])[CH:17]=3)[CH2:10][C@H:9]2[C:24]([NH:47][CH2:46][CH2:45][N:44]([CH2:48][CH3:49])[CH2:42][CH3:43])=[O:26])=[O:7])=[CH:40][CH:41]=1.